Dataset: Forward reaction prediction with 1.9M reactions from USPTO patents (1976-2016). Task: Predict the product of the given reaction. (1) Given the reactants Cl[C:2]1[CH:7]=[CH:6][C:5]([C:8]2[CH:9]=[N:10][N:11]([CH:13]([CH3:15])[CH3:14])[CH:12]=2)=[CH:4][CH:3]=1.[B:16]1([B:16]2[O:20][C:19]([CH3:22])([CH3:21])[C:18]([CH3:24])([CH3:23])[O:17]2)[O:20][C:19]([CH3:22])([CH3:21])[C:18]([CH3:24])([CH3:23])[O:17]1.CC(C1C=C(C(C)C)C(C2C=CC=CC=2P(C2CCCCC2)C2CCCCC2)=C(C(C)C)C=1)C.C([O-])(=O)C.[K+], predict the reaction product. The product is: [CH:13]([N:11]1[CH:12]=[C:8]([C:5]2[CH:6]=[CH:7][C:2]([B:16]3[O:20][C:19]([CH3:22])([CH3:21])[C:18]([CH3:24])([CH3:23])[O:17]3)=[CH:3][CH:4]=2)[CH:9]=[N:10]1)([CH3:15])[CH3:14]. (2) Given the reactants [Br-].[CH2:2]([N+:4]1[CH:9]=[CH:8][CH:7]=[CH:6][CH:5]=1)[CH3:3].[O:10](C)[S:11]([C:14]([F:17])([F:16])[F:15])(=[O:13])=[O:12], predict the reaction product. The product is: [O-:13][S:11]([C:14]([F:17])([F:16])[F:15])(=[O:12])=[O:10].[CH2:2]([N+:4]1[CH:9]=[CH:8][CH:7]=[CH:6][CH:5]=1)[CH3:3]. (3) Given the reactants [C:1]([O:5][C:6]([N:8]1[CH2:12][CH2:11][CH2:10][C:9]1([CH2:34][CH2:35][CH3:36])[C:13]([C:15]1[CH:16]=[C:17]2[CH:23]=[CH:22][N:21]([Si](C(C)C)(C(C)C)C(C)C)[C:18]2=[N:19][CH:20]=1)=[O:14])=[O:7])([CH3:4])([CH3:3])[CH3:2].C[N+](C)(C)C.[F-], predict the reaction product. The product is: [C:1]([O:5][C:6]([N:8]1[CH2:12][CH2:11][CH2:10][C:9]1([CH2:34][CH2:35][CH3:36])[C:13]([C:15]1[CH:16]=[C:17]2[CH:23]=[CH:22][NH:21][C:18]2=[N:19][CH:20]=1)=[O:14])=[O:7])([CH3:4])([CH3:3])[CH3:2]. (4) Given the reactants Cl[C:2]1[N:7]=[C:6]([NH:8][CH2:9][CH2:10][CH3:11])[C:5]([I:12])=[CH:4][N:3]=1.[CH3:13][NH2:14], predict the reaction product. The product is: [I:12][C:5]1[C:6]([NH:8][CH2:9][CH2:10][CH3:11])=[N:7][C:2]([NH:14][CH3:13])=[N:3][CH:4]=1. (5) Given the reactants [CH2:1]([CH:3]([C:6]1[C:10]([C:11]([O:13][CH2:14][CH3:15])=[O:12])=[CH:9][NH:8][N:7]=1)[CH2:4][CH3:5])[CH3:2].[CH2:16](Br)[C:17]1[CH:22]=[CH:21][CH:20]=[CH:19][CH:18]=1.C(=O)([O-])[O-].[K+].[K+].Cl, predict the reaction product. The product is: [CH2:16]([N:8]1[CH:9]=[C:10]([C:11]([O:13][CH2:14][CH3:15])=[O:12])[C:6]([CH:3]([CH2:4][CH3:5])[CH2:1][CH3:2])=[N:7]1)[C:17]1[CH:22]=[CH:21][CH:20]=[CH:19][CH:18]=1. (6) Given the reactants Cl[C:2]1[CH:3]=[CH:4][C:5]2[O:6][CH2:7][CH2:8][C:9]3[CH:15]=[C:14]([C:16]4[N:20]([C:21]5[CH:26]=[CH:25][C:24]([F:27])=[CH:23][C:22]=5[F:28])[N:19]=[CH:18][N:17]=4)[S:13][C:10]=3[C:11]=2[N:12]=1.C([O-])(=O)C.[K+].[CH3:34][C:35]1[C:40](B(O)O)=[CH:39][CH:38]=[CH:37][N:36]=1, predict the reaction product. The product is: [CH3:34][C:35]1[C:40]([C:2]2[CH:3]=[CH:4][C:5]3[O:6][CH2:7][CH2:8][C:9]4[CH:15]=[C:14]([C:16]5[N:20]([C:21]6[CH:26]=[CH:25][C:24]([F:27])=[CH:23][C:22]=6[F:28])[N:19]=[CH:18][N:17]=5)[S:13][C:10]=4[C:11]=3[N:12]=2)=[CH:39][CH:38]=[CH:37][N:36]=1. (7) Given the reactants [CH3:1][O:2][C:3]1[C:4]([CH:21]=[CH2:22])=[CH:5][C:6]2[CH:12]([CH3:13])[CH2:11][N:10]([C:14](=[O:19])[C:15]([F:18])([F:17])[F:16])[CH2:9][CH2:8][C:7]=2[N:20]=1, predict the reaction product. The product is: [CH2:21]([C:4]1[C:3]([O:2][CH3:1])=[N:20][C:7]2[CH2:8][CH2:9][N:10]([C:14](=[O:19])[C:15]([F:18])([F:16])[F:17])[CH2:11][CH:12]([CH3:13])[C:6]=2[CH:5]=1)[CH3:22]. (8) Given the reactants C[Mg]Br.[C:4]1([CH3:10])[CH:9]=C[CH:7]=[CH:6][CH:5]=1.C1C[O:14]CC1.C(C([C@H]1C[O:30][C:29](=[O:32])[NH:28]1)C([O-])=O)C1C=CC=CC=1, predict the reaction product. The product is: [OH:14][C:4]([CH3:10])([CH3:9])[CH2:5][C@H:6]1[CH2:7][O:32][C:29](=[O:30])[NH:28]1.